From a dataset of Full USPTO retrosynthesis dataset with 1.9M reactions from patents (1976-2016). Predict the reactants needed to synthesize the given product. (1) The reactants are: Cl[C:2]1[N:7]2[CH:8]=[CH:9][N:10]=[C:6]2[CH:5]=[C:4]([C:11]2[CH:16]=[CH:15][C:14]([Cl:17])=[CH:13][C:12]=2[Cl:18])[N:3]=1.[SH:19][CH2:20][CH2:21][NH:22][C:23](=[O:29])[O:24][C:25]([CH3:28])([CH3:27])[CH3:26].N12CCCN=C1CCCCC2. Given the product [Cl:18][C:12]1[CH:13]=[C:14]([Cl:17])[CH:15]=[CH:16][C:11]=1[C:4]1[N:3]=[C:2]([S:19][CH2:20][CH2:21][NH:22][C:23](=[O:29])[O:24][C:25]([CH3:27])([CH3:26])[CH3:28])[N:7]2[CH:8]=[CH:9][N:10]=[C:6]2[CH:5]=1, predict the reactants needed to synthesize it. (2) Given the product [F:1][C:2]1[CH:7]=[CH:6][CH:5]=[CH:4][C:3]=1[CH:8]([OH:26])[CH:9]([CH2:15][C:16]1[CH:21]=[CH:20][C:19]([C:22]([F:24])([F:25])[F:23])=[CH:18][CH:17]=1)[C:10]([OH:12])=[O:11], predict the reactants needed to synthesize it. The reactants are: [F:1][C:2]1[CH:7]=[CH:6][CH:5]=[CH:4][C:3]=1[CH:8]([OH:26])[CH:9]([CH2:15][C:16]1[CH:21]=[CH:20][C:19]([C:22]([F:25])([F:24])[F:23])=[CH:18][CH:17]=1)[C:10]([O:12]CC)=[O:11].[Na].[OH-].Cl. (3) The reactants are: [H-].[Na+].[O:3]1[CH2:8][CH2:7][CH2:6][CH2:5][CH:4]1[N:9]1[CH:13]=[C:12]([C:14]2[N:19]=[C:18]3[CH:20]=[CH:21][NH:22][C:17]3=[CH:16][CH:15]=2)[CH:11]=[N:10]1.S(O[CH2:34][CH:35]1[CH2:40][CH2:39][N:38]([C:41]([O:43][CH2:44][C:45]2[CH:50]=[CH:49][CH:48]=[CH:47][CH:46]=2)=[O:42])[CH2:37][CH2:36]1)(C1C=CC(C)=CC=1)(=O)=O.C(OCC)(=O)C.CCCCCC. Given the product [O:3]1[CH2:8][CH2:7][CH2:6][CH2:5][CH:4]1[N:9]1[CH:13]=[C:12]([C:14]2[N:19]=[C:18]3[CH:20]=[CH:21][N:22]([CH2:34][CH:35]4[CH2:40][CH2:39][N:38]([C:41]([O:43][CH2:44][C:45]5[CH:46]=[CH:47][CH:48]=[CH:49][CH:50]=5)=[O:42])[CH2:37][CH2:36]4)[C:17]3=[CH:16][CH:15]=2)[CH:11]=[N:10]1, predict the reactants needed to synthesize it. (4) Given the product [NH2:1][C:2]1[C:7]2[C:8]([Br:11])=[CH:9][S:10][C:6]=2[C:5]([CH:12]=[O:13])=[CH:4][N:3]=1, predict the reactants needed to synthesize it. The reactants are: [NH2:1][C:2]1[C:7]2[C:8]([Br:11])=[CH:9][S:10][C:6]=2[C:5]([CH2:12][OH:13])=[CH:4][N:3]=1. (5) Given the product [F:1][C:2]1[C:3]([NH:18][C@@H:19]2[CH2:24][CH2:23][CH2:22][N:21]([C:25](=[O:28])[CH:26]=[CH2:27])[CH2:20]2)=[N:4][C:5]([NH:8][C:9]2[CH:10]=[C:11]3[C:15](=[CH:16][CH:17]=2)[CH2:14][N:13]([CH2:31][CH2:30][F:29])[CH2:12]3)=[N:6][CH:7]=1, predict the reactants needed to synthesize it. The reactants are: [F:1][C:2]1[C:3]([NH:18][C@@H:19]2[CH2:24][CH2:23][CH2:22][N:21]([C:25](=[O:28])[CH:26]=[CH2:27])[CH2:20]2)=[N:4][C:5]([NH:8][C:9]2[CH:10]=[C:11]3[C:15](=[CH:16][CH:17]=2)[CH2:14][NH:13][CH2:12]3)=[N:6][CH:7]=1.[F:29][CH2:30][CH2:31]I. (6) Given the product [CH2:30]([O:29][C:20]1[CH:19]=[C:18]2[C:23](=[C:22]3[CH2:24][C:25]([CH3:28])([CH3:27])[O:26][C:21]=13)[C:14]([C:10]1[CH:11]=[CH:12][CH:13]=[C:8]([C:39]3[CH:40]=[CH:41][N:36]=[CH:37][CH:38]=3)[CH:9]=1)=[N:15][C:16]([CH3:34])([CH3:35])[CH2:17]2)[CH2:31][CH2:32][CH3:33], predict the reactants needed to synthesize it. The reactants are: C(=O)([O-])[O-].[Na+].[Na+].Br[C:8]1[CH:9]=[C:10]([C:14]2[C:23]3[C:18](=[CH:19][C:20]([O:29][CH2:30][CH2:31][CH2:32][CH3:33])=[C:21]4[O:26][C:25]([CH3:28])([CH3:27])[CH2:24][C:22]4=3)[CH2:17][C:16]([CH3:35])([CH3:34])[N:15]=2)[CH:11]=[CH:12][CH:13]=1.[N:36]1[CH:41]=[CH:40][C:39](B(O)O)=[CH:38][CH:37]=1.C(OCC)(=O)C. (7) Given the product [CH3:59][O:49][NH:50][C:34]([CH:31]1[CH2:32][CH2:33][N:28]([C:9]2[C:8]([C:5]3[CH:4]=[CH:3][C:2]([F:1])=[CH:7][CH:6]=3)=[C:13]([C:14]3[CH:19]=[CH:18][C:17]([S:20]([CH3:23])(=[O:22])=[O:21])=[CH:16][CH:15]=3)[N:12]=[C:11]([C:24]([F:25])([F:27])[F:26])[N:10]=2)[CH2:29][CH2:30]1)=[O:36], predict the reactants needed to synthesize it. The reactants are: [F:1][C:2]1[CH:7]=[CH:6][C:5]([C:8]2[C:9]([N:28]3[CH2:33][CH2:32][CH:31]([C:34]([OH:36])=O)[CH2:30][CH2:29]3)=[N:10][C:11]([C:24]([F:27])([F:26])[F:25])=[N:12][C:13]=2[C:14]2[CH:19]=[CH:18][C:17]([S:20]([CH3:23])(=[O:22])=[O:21])=[CH:16][CH:15]=2)=[CH:4][CH:3]=1.Cl.CN(C)CCCN=C=NCC.[OH:49][N:50]1C2C=CC=CC=2N=N1.[CH:59](N(C(C)C)CC)(C)C.